Dataset: Forward reaction prediction with 1.9M reactions from USPTO patents (1976-2016). Task: Predict the product of the given reaction. (1) Given the reactants [NH2:1][C:2]1[C:10]2[CH:9]=[CH:8][C:7](=[O:11])[N:6]([C:12]3[CH:17]=[CH:16][CH:15]=[CH:14][CH:13]=3)[C:5]=2[S:4][C:3]=1[C:18]#[N:19].I[C:21]1[CH:22]=[C:23]([CH3:27])[CH:24]=[CH:25][CH:26]=1.[O-]P([O-])([O-])=O.[K+].[K+].[K+], predict the reaction product. The product is: [O:11]=[C:7]1[N:6]([C:12]2[CH:13]=[CH:14][CH:15]=[CH:16][CH:17]=2)[C:5]2[S:4][C:3]([C:18]#[N:19])=[C:2]([NH:1][C:21]3[CH:22]=[C:23]([CH3:27])[CH:24]=[CH:25][CH:26]=3)[C:10]=2[CH:9]=[CH:8]1. (2) Given the reactants [Br:1][C:2]1[CH:7]=[CH:6][C:5]([C:8]2[CH:13]=[CH:12][C:11]([Cl:14])=[CH:10][CH:9]=2)=[CH:4][C:3]=1I.C([Mg]Br)(C)C.CN(C)[CH:23]=[O:24], predict the reaction product. The product is: [Br:1][C:2]1[CH:7]=[CH:6][C:5]([C:8]2[CH:13]=[CH:12][C:11]([Cl:14])=[CH:10][CH:9]=2)=[CH:4][C:3]=1[CH:23]=[O:24]. (3) The product is: [NH:8]1[CH2:9][CH2:10][C:11]2([C:17]3=[N:18][CH:19]=[CH:20][CH:21]=[C:16]3[CH2:15][O:14]2)[CH2:12][CH2:13]1. Given the reactants C([N:8]1[CH2:13][CH2:12][C:11]2([C:17]3=[N:18][CH:19]=[CH:20][CH:21]=[C:16]3[CH2:15][O:14]2)[CH2:10][CH2:9]1)C1C=CC=CC=1, predict the reaction product. (4) Given the reactants [C:1]1(P([C:2]2[CH:3]=[CH:4]C=[CH:6][CH:1]=2)[C:2]2[CH:3]=[CH:4]C=[CH:6][CH:1]=2)[CH:6]=C[CH:4]=[CH:3][CH:2]=1.CCOC(/[N:25]=N/C(OCC)=O)=O.[C:32]([O:36][C:37]([N:39]1[CH2:43][CH2:42][C@@H:41]([OH:44])[CH2:40]1)=[O:38])([CH3:35])([CH3:34])[CH3:33].[CH2:45]1[CH2:49][O:48][CH2:47][CH2:46]1, predict the reaction product. The product is: [C:32]([O:36][C:37]([N:39]1[CH2:43][CH2:42][C@H:41]([O:44][C:2]2[CH:3]=[CH:4][C:47]3[O:48][CH2:49][CH2:45][NH:25][C:46]=3[C:1]=2[CH3:6])[CH2:40]1)=[O:38])([CH3:35])([CH3:33])[CH3:34]. (5) Given the reactants [NH2:1][C:2]1[C:7]([Cl:8])=[CH:6][C:5]([C:9]([N:11]2[C:16]3[CH:17]=[CH:18][CH:19]=[CH:20][C:15]=3[O:14][CH2:13][CH2:12]2)=[O:10])=[CH:4][C:3]=1[Cl:21].[H-].[Na+].[CH3:24][S:25](Cl)(=[O:27])=[O:26].C(O)(=O)CC(CC(O)=O)(C(O)=O)O, predict the reaction product. The product is: [CH3:24][S:25]([N:1]([C:2]1[C:7]([Cl:8])=[CH:6][C:5]([C:9]([N:11]2[C:16]3[CH:17]=[CH:18][CH:19]=[CH:20][C:15]=3[O:14][CH2:13][CH2:12]2)=[O:10])=[CH:4][C:3]=1[Cl:21])[S:25]([CH3:24])(=[O:27])=[O:26])(=[O:27])=[O:26]. (6) Given the reactants [Cl:1][C:2]1[C:7]2[O:8][CH2:9][CH2:10][C:11]([C:13]([OH:15])=O)=[CH:12][C:6]=2[CH:5]=[CH:4][CH:3]=1.C(Cl)(=O)C(Cl)=O.[N:22]1([C:27]2[CH:28]=[C:29]([CH:31]=[CH:32][CH:33]=2)[NH2:30])[CH:26]=[CH:25][N:24]=[CH:23]1, predict the reaction product. The product is: [N:22]1([C:27]2[CH:28]=[C:29]([NH:30][C:13]([C:11]3[CH2:10][CH2:9][O:8][C:7]4[C:2]([Cl:1])=[CH:3][CH:4]=[CH:5][C:6]=4[CH:12]=3)=[O:15])[CH:31]=[CH:32][CH:33]=2)[CH:26]=[CH:25][N:24]=[CH:23]1.